From a dataset of Full USPTO retrosynthesis dataset with 1.9M reactions from patents (1976-2016). Predict the reactants needed to synthesize the given product. (1) Given the product [I:10][C:11]1[CH:16]=[CH:15][C:14]([NH:17][N:18]=[C:1]([C:4]2[CH:9]=[CH:8][CH:7]=[CH:6][CH:5]=2)[CH3:2])=[CH:13][CH:12]=1, predict the reactants needed to synthesize it. The reactants are: [C:1]([C:4]1[CH:9]=[CH:8][CH:7]=[CH:6][CH:5]=1)(=O)[CH3:2].[I:10][C:11]1[CH:16]=[CH:15][C:14]([NH:17][NH2:18])=[CH:13][CH:12]=1. (2) Given the product [CH3:1][O:2][C:3]1[C:4]([I:32])=[C:5]2[C:15]3[C:10](=[CH:11][N:12]=[C:13]([C:16]4[CH:17]=[N:18][CH:19]=[CH:20][CH:21]=4)[CH:14]=3)[NH:9][C:6]2=[N:7][CH:8]=1, predict the reactants needed to synthesize it. The reactants are: [CH3:1][O:2][C:3]1[C:4]([I:32])=[C:5]2[C:15]3[C:10](=[CH:11][N:12]=[C:13]([C:16]4[CH:17]=[N:18][CH:19]=[CH:20][CH:21]=4)[CH:14]=3)[N:9](S(C3C=CC(C)=CC=3)(=O)=O)[C:6]2=[N:7][CH:8]=1.CO.[OH-].[Li+].Cl. (3) Given the product [Cl:26][C:27]1[CH:28]=[C:29]([CH:32]=[CH:33][CH:34]=1)[CH2:30][N:7]1[CH2:8][CH2:9][N:4]2[C:1](=[O:3])[CH:2]=[C:35]([OH:41])[C:36]([OH:37])=[C:5]2[C:6]1=[O:10], predict the reactants needed to synthesize it. The reactants are: [C:1]([N:4]1[CH2:9][CH2:8][NH:7][C:6](=[O:10])[CH2:5]1)(=[O:3])[CH3:2].C[Si]([N-][Si](C)(C)C)(C)C.[Li+].C1COCC1.[Cl:26][C:27]1[CH:28]=[C:29]([CH:32]=[CH:33][CH:34]=1)[CH2:30]Br.[C:35](OCC)(=[O:41])[C:36](OCC)=[O:37]. (4) Given the product [CH3:1][O:2][C:3]1[CH:4]=[C:5]([NH:15][C:17]2[N:22]=[C:21]([N:23]3[CH2:24][CH2:25][CH:26]([OH:29])[CH2:27][CH2:28]3)[CH:20]=[C:19]([CH3:30])[N:18]=2)[CH:6]=[CH:7][C:8]=1[N:9]1[CH:13]=[C:12]([CH3:14])[N:11]=[CH:10]1, predict the reactants needed to synthesize it. The reactants are: [CH3:1][O:2][C:3]1[CH:4]=[C:5]([NH2:15])[CH:6]=[CH:7][C:8]=1[N:9]1[CH:13]=[C:12]([CH3:14])[N:11]=[CH:10]1.Cl[C:17]1[N:22]=[C:21]([N:23]2[CH2:28][CH2:27][CH:26]([OH:29])[CH2:25][CH2:24]2)[CH:20]=[C:19]([CH3:30])[N:18]=1. (5) Given the product [C:31]([NH:1][CH2:2][CH2:3][C@@H:4]1[CH2:8][C@H:7]([NH:9][C:10]([C:12]2[C:20]3[C:15](=[CH:16][CH:17]=[CH:18][CH:19]=3)[N:14]([CH:21]([CH3:23])[CH3:22])[N:13]=2)=[O:11])[CH2:6][N:5]1[C:24]([O:26][C:27]([CH3:28])([CH3:30])[CH3:29])=[O:25])(=[O:35])[CH:32]([CH3:34])[CH3:33], predict the reactants needed to synthesize it. The reactants are: [NH2:1][CH2:2][CH2:3][C@@H:4]1[CH2:8][C@H:7]([NH:9][C:10]([C:12]2[C:20]3[C:15](=[CH:16][CH:17]=[CH:18][CH:19]=3)[N:14]([CH:21]([CH3:23])[CH3:22])[N:13]=2)=[O:11])[CH2:6][N:5]1[C:24]([O:26][C:27]([CH3:30])([CH3:29])[CH3:28])=[O:25].[C:31](Cl)(=[O:35])[CH:32]([CH3:34])[CH3:33]. (6) Given the product [O:22]1[C:26]2[CH:27]=[CH:28][CH:29]=[CH:30][C:25]=2[CH:24]=[C:23]1[C:2]1[C:10]2[C:5](=[CH:6][CH:7]=[C:8]([C:11]([O:13][CH2:14][CH3:15])=[O:12])[CH:9]=2)[N:4]([CH:16]2[CH2:21][CH2:20][CH2:19][CH2:18][O:17]2)[N:3]=1, predict the reactants needed to synthesize it. The reactants are: Br[C:2]1[C:10]2[C:5](=[CH:6][CH:7]=[C:8]([C:11]([O:13][CH2:14][CH3:15])=[O:12])[CH:9]=2)[N:4]([CH:16]2[CH2:21][CH2:20][CH2:19][CH2:18][O:17]2)[N:3]=1.[O:22]1[C:26]2[CH:27]=[CH:28][CH:29]=[CH:30][C:25]=2[CH:24]=[C:23]1B(O)O.ClCCl.P([O-])([O-])([O-])=O.[K+].[K+].[K+].